Dataset: Full USPTO retrosynthesis dataset with 1.9M reactions from patents (1976-2016). Task: Predict the reactants needed to synthesize the given product. Given the product [CH3:14][N:7]1[C:8]2[C:4](=[CH:3][C:2]([Br:1])=[CH:10][CH:9]=2)[CH:5]=[C:6]1[CH3:11], predict the reactants needed to synthesize it. The reactants are: [Br:1][C:2]1[CH:3]=[C:4]2[C:8](=[CH:9][CH:10]=1)[NH:7][C:6]([CH3:11])=[CH:5]2.[H-].[Na+].[CH3:14]I.